This data is from Drug-target binding data from BindingDB using IC50 measurements. The task is: Regression. Given a target protein amino acid sequence and a drug SMILES string, predict the binding affinity score between them. We predict pIC50 (pIC50 = -log10(IC50 in M); higher means more potent). Dataset: bindingdb_ic50. (1) The drug is CC(=O)O[C@H]1C(=O)OC2O[C@@]34C(=O)OC5C[C@@H](C(C)(C)C)C21[C@@]53C[C@@H]1OC(=O)[C@H](C)[C@@H]14. The target protein (P23415) has sequence MYSFNTLRLYLWETIVFFSLAASKEAEAARSAPKPMSPSDFLDKLMGRTSGYDARIRPNFKGPPVNVSCNIFINSFGSIAETTMDYRVNIFLRQQWNDPRLAYNEYPDDSLDLDPSMLDSIWKPDLFFANEKGAHFHEITTDNKLLRISRNGNVLYSIRITLTLACPMDLKNFPMDVQTCIMQLESFGYTMNDLIFEWQEQGAVQVADGLTLPQFILKEEKDLRYCTKHYNTGKFTCIEARFHLERQMGYYLIQMYIPSLLIVILSWISFWINMDAAPARVGLGITTVLTMTTQSSGSRASLPKVSYVKAIDIWMAVCLLFVFSALLEYAAVNFVSRQHKELLRFRRKRRHHKSPMLNLFQEDEAGEGRFNFSAYGMGPACLQAKDGISVKGANNSNTTNPPPAPSKSPEEMRKLFIQRAKKIDKISRIGFPMAFLIFNMFYWIIYKIVRREDVHNQ. The pIC50 is 4.0. (2) The target protein sequence is MKAILVVLLYTFATANADTLCIGYHANNSTDTVDTVLEKNVTVTHSVNLLEDKHNGKLCKLRGVAPLHLGKCNIAGWILGNPECESLSTASSWSYIVETPSSDNGTCYPGDFIDYEELREQLSSVSSFERFEIFPKTSSWPNHDSNKGVTAACPHAGAKSFYKNLIWLVKKGNSYPKLSKSYINDKGKEVLVLWGIHHPSTSADQQSLYQNADTYVFVGSSRYSKKFKPEIAIRPKVRDQEGRMNYYWTLVEPGDKITFEATGNLVVPRYAFAMERNAGSGIIISDTPVHDCNTTCQTPKGAINTSLPFQNIHPITIGKCPKYVKSTKLRLATGLRNIPSIQSRGLFGAIAGFIEGGWTGMVDGWYGYHHQNEQGSGYAADLKSTQNAIDEITNKVNSVIEKMNTQFTAVGKEFNHLEKRIENLNKKVDDGFLDIWTYNAELLVLLENERTLDYHDSNVKNLYEKVRSQLKNNAKEIGNGCFEFYHKCDNTCMESVKNGT.... The pIC50 is 6.0. The compound is O=c1[nH]c2cc(-c3ccc(F)cc3)ccc2c(Br)c1O. (3) The drug is COc1cccc(Nc2cc(S(=O)(=O)[O-])c(N)c3c2C(=O)c2ccccc2C3=O)c1. The target protein (P51582) has sequence MASTESSLLRSLGLSPGPGSSEVELDCWFDEDFKFILLPVSYAVVFVLGLGLNAPTLWLFIFRLRPWDATATYMFHLALSDTLYVLSLPTLIYYYAAHNHWPFGTEICKFVRFLFYWNLYCSVLFLTCISVHRYLGICHPLRALRWGRPRLAGLLCLAVWLVVAGCLVPNLFFVTTSNKGTTVLCHDTTRPEEFDHYVHFSSAVMGLLFGVPCLVTLVCYGLMARRLYQPLPGSAQSSSRLRSLRTIAVVLTVFAVCFVPFHITRTIYYLARLLEADCRVLNIVNVVYKVTRPLASANSCLDPVLYLLTGDKYRRQLRQLCGGGKPQPRTAASSLALVSLPEDSSCRWAATPQDSSCSTPRADRL. The pIC50 is 5.8. (4) The drug is CCOc1cc(OCC)c2c(=O)c(OCCN(CC)CC)c(-c3ccc(OCC)c(OCC)c3)oc2c1. The target protein (Q01062) has sequence MVLVLHHILIAVVQFLRRGQQVFLKPDEPPPQPCADSLQDALLSLGAVIDIAGLRQAAKDALSAVLPKVETVYTYLVDGESRLVCEDPPHELPQEGKIREAVISRKRLSCDGLGPSDLLGKPLARLVAPLAPDTQVLVIPLLDKETGTVAAVILVHCGQLSDSEEQSLQVVEKHALVALQRVQALQQRRPEAVQNTSADPSEDQKDEKGYTAHDRKILQLCGELYDLDATSLQLKVLRYLQQETQATHCCLLLVSEDNLQLSCKVIGEKVLGEEVSFPLTMGRLGQVVEDKQCIQLKDLTSDDVQQLQNMLGCELRAMLCVPVISRATDQVVALACAFNKLGGDFFTDEDERAIQHCFHYTGTVLTSTLAFQKEQKLKCECQALLQVAKNLFTHLDDVSVLLQEIITEARNLSNAEICSVFLLDQNELVAKVFDGGVVDDESYEIRIPADQGIAGHVATTGQILNIPDAYAHPLFYRGVDDSTGFRTRNILCFPIKNENQ.... The pIC50 is 3.9.